The task is: Predict the product of the given reaction.. This data is from Forward reaction prediction with 1.9M reactions from USPTO patents (1976-2016). Given the reactants [CH:1]([N:4]([CH:36]([CH3:38])[CH3:37])[CH2:5][CH2:6][O:7][C:8]1[CH:13]=[CH:12][C:11]([C:14]([C:16]2[CH:21]=[C:20]([O:22]C)[CH:19]=[CH:18][C:17]=2[C:24]2[CH:33]=[CH:32][C:31]3[C:26](=[CH:27][CH:28]=[C:29]([O:34]C)[CH:30]=3)[CH:25]=2)=O)=[CH:10][CH:9]=1)([CH3:3])[CH3:2].C(N(C(C)C)CCOC1C=CC(CC2C=C(OC)C=CC=2C2C=CC3C(=CC=C(OC)C=3)C=2)=CC=1)(C)C, predict the reaction product. The product is: [CH:36]([N:4]([CH:1]([CH3:3])[CH3:2])[CH2:5][CH2:6][O:7][C:8]1[CH:13]=[CH:12][C:11]([CH2:14][C:16]2[CH:21]=[C:20]([OH:22])[CH:19]=[CH:18][C:17]=2[C:24]2[CH:25]=[C:26]3[C:31](=[CH:32][CH:33]=2)[CH:30]=[C:29]([OH:34])[CH:28]=[CH:27]3)=[CH:10][CH:9]=1)([CH3:37])[CH3:38].